From a dataset of NCI-60 drug combinations with 297,098 pairs across 59 cell lines. Regression. Given two drug SMILES strings and cell line genomic features, predict the synergy score measuring deviation from expected non-interaction effect. Drug 1: CS(=O)(=O)OCCCCOS(=O)(=O)C. Drug 2: CCC1(C2=C(COC1=O)C(=O)N3CC4=CC5=C(C=CC(=C5CN(C)C)O)N=C4C3=C2)O.Cl. Cell line: HL-60(TB). Synergy scores: CSS=88.8, Synergy_ZIP=-1.85, Synergy_Bliss=-3.61, Synergy_Loewe=-29.3, Synergy_HSA=-1.59.